Dataset: Peptide-MHC class I binding affinity with 185,985 pairs from IEDB/IMGT. Task: Regression. Given a peptide amino acid sequence and an MHC pseudo amino acid sequence, predict their binding affinity value. This is MHC class I binding data. (1) The peptide sequence is SVPASRYL. The MHC is Mamu-A02 with pseudo-sequence Mamu-A02. The binding affinity (normalized) is 0.106. (2) The peptide sequence is LPAMCNVYI. The MHC is HLA-B07:02 with pseudo-sequence HLA-B07:02. The binding affinity (normalized) is 0.397.